This data is from Forward reaction prediction with 1.9M reactions from USPTO patents (1976-2016). The task is: Predict the product of the given reaction. (1) The product is: [CH3:39][N:32]1[CH2:31][CH2:30][N:29]([C:26]2[CH:27]=[CH:28][C:23]([C:15]3[N:14]=[C:13]([NH:12][CH2:11][C@@H:7]4[O:8][CH2:9][CH2:10][N:5]([S:2]([CH3:1])(=[O:3])=[O:4])[CH2:6]4)[C:22]4[C:17](=[N:18][CH:19]=[CH:20][N:21]=4)[CH:16]=3)=[CH:24][CH:25]=2)[CH2:34][CH2:33]1. Given the reactants [CH3:1][S:2]([N:5]1[CH2:10][CH2:9][O:8][C@@H:7]([CH2:11][NH:12][C:13]2[C:22]3[C:17](=[N:18][CH:19]=[CH:20][N:21]=3)[CH:16]=[C:15]([C:23]3[CH:28]=[CH:27][C:26]([N:29]4[CH2:34][CH2:33][NH:32][CH2:31][CH2:30]4)=[CH:25][CH:24]=3)[N:14]=2)[CH2:6]1)(=[O:4])=[O:3].C=O.[BH-](OC(C)=O)(OC(C)=O)O[C:39](C)=O.[Na+], predict the reaction product. (2) The product is: [Br:1][C:2]1[CH:3]=[CH:4][C:5]([O:10][C@H:11]2[CH2:16][CH2:15][N:14]([C:19](=[O:20])[CH2:18][OH:21])[CH2:13][C@H:12]2[F:17])=[C:6]([CH:9]=1)[C:7]#[N:8]. Given the reactants [Br:1][C:2]1[CH:3]=[CH:4][C:5]([O:10][C@H:11]2[CH2:16][CH2:15][NH:14][CH2:13][C@H:12]2[F:17])=[C:6]([CH:9]=1)[C:7]#[N:8].[C:18](O)(=[O:21])[CH2:19][OH:20].C(N(CC)C(C)C)(C)C.CN(C(ON1N=NC2C=CC=NC1=2)=[N+](C)C)C.F[P-](F)(F)(F)(F)F, predict the reaction product. (3) Given the reactants [OH:1][CH:2]1[CH2:7][CH2:6][CH2:5][CH:4]([O:8][CH2:9][C:10]2[CH:19]=[CH:18][CH:17]=[C:16]([CH3:20])[C:11]=2[C:12]([O:14]C)=[O:13])[CH2:3]1.[Cl:21][C:22]1[CH:23]=[C:24]([C:28]2[O:29][C:30]([CH3:35])=[C:31]([CH2:33]I)[N:32]=2)[CH:25]=[CH:26][CH:27]=1, predict the reaction product. The product is: [Cl:21][C:22]1[CH:23]=[C:24]([C:28]2[O:29][C:30]([CH3:35])=[C:31]([CH2:33][O:1][CH:2]3[CH2:7][CH2:6][CH2:5][CH:4]([O:8][CH2:9][C:10]4[CH:19]=[CH:18][CH:17]=[C:16]([CH3:20])[C:11]=4[C:12]([OH:14])=[O:13])[CH2:3]3)[N:32]=2)[CH:25]=[CH:26][CH:27]=1. (4) The product is: [F:31][C@H:26]([CH2:25][C@@H:20]([CH2:19][P:9]([OH:10])([OH:11])=[O:8])[C:21]([OH:23])=[O:22])[C:27]([OH:29])=[O:28]. Given the reactants C([O:8][P:9]([CH2:19][C@H:20]([CH2:25][C@@H:26]([F:31])[C:27]([O:29]C)=[O:28])[C:21]([O:23]C)=[O:22])([O:11]CC1C=CC=CC=1)=[O:10])C1C=CC=CC=1, predict the reaction product. (5) Given the reactants [CH3:1][N:2]([CH3:39])[C@@H:3]1[CH2:7][CH2:6][N:5]([C:8]2[N:13]3[CH:14]=[C:15]([CH2:17][N:18]([C@H:29]([C:31]4C=CC(OC)=CC=4)[CH3:30])[C@@H:19]4[C:28]5[N:27]=[CH:26][CH:25]=[CH:24][C:23]=5[CH2:22][CH2:21][CH2:20]4)[N:16]=[C:12]3[CH:11]=[CH:10][CH:9]=2)[CH2:4]1, predict the reaction product. The product is: [CH3:1][N:2]([CH3:39])[C@@H:3]1[CH2:7][CH2:6][N:5]([C:8]2[N:13]3[CH:14]=[C:15]([CH2:17][N:18]([CH:29]([CH3:30])[CH3:31])[C@@H:19]4[C:28]5[N:27]=[CH:26][CH:25]=[CH:24][C:23]=5[CH2:22][CH2:21][CH2:20]4)[N:16]=[C:12]3[CH:11]=[CH:10][CH:9]=2)[CH2:4]1. (6) Given the reactants Cl[C:2]1[C:7]2[CH2:8][N:9]([CH2:12][C:13]3[CH:18]=[C:17]([CH3:19])[C:16]([O:20][CH2:21][CH:22]([F:24])[F:23])=[CH:15][N:14]=3)[C:10](=[O:11])[C:6]=2[CH:5]=[CH:4][N:3]=1.[CH:25]([O:27][C:28]1[CH:33]=[CH:32][CH:31]=[CH:30][CH:29]=1)=[O:26], predict the reaction product. The product is: [F:23][CH:22]([F:24])[CH2:21][O:20][C:16]1[C:17]([CH3:19])=[CH:18][C:13]([CH2:12][N:9]2[C:10](=[O:11])[C:6]3[CH:5]=[CH:4][N:3]=[C:2]([C:25]([O:27][C:28]4[CH:33]=[CH:32][CH:31]=[CH:30][CH:29]=4)=[O:26])[C:7]=3[CH2:8]2)=[N:14][CH:15]=1. (7) Given the reactants [Br:1][C:2]1[C:3]([Cl:13])=[C:4]([OH:12])[C:5]([S:8]([CH3:11])(=[O:10])=[O:9])=[CH:6][CH:7]=1.[C:14]1([CH3:20])[CH:19]=[CH:18][CH:17]=[CH:16][CH:15]=1.C(N(CC)CC)C.Br[CH2:29][CH2:30][CH:31]1[O:35][CH2:34][CH2:33][O:32]1, predict the reaction product. The product is: [C:14]1([CH3:20])[CH:19]=[CH:18][CH:17]=[CH:16][CH:15]=1.[Br:1][C:2]1[C:3]([Cl:13])=[C:4]([C:5]([S:8]([CH3:11])(=[O:10])=[O:9])=[CH:6][CH:7]=1)[O:12][CH2:29][CH2:30][CH:31]1[O:35][CH2:34][CH2:33][O:32]1.